This data is from Catalyst prediction with 721,799 reactions and 888 catalyst types from USPTO. The task is: Predict which catalyst facilitates the given reaction. (1) Product: [CH3:15][O:14][C:13]1[CH:12]=[CH:11][C:10]([C@H:16]2[CH2:19][C@H:18]([CH2:20][C:21]([O:23][CH3:24])=[O:22])[CH2:17]2)=[CH:9][C:8]=1[B:25]1[O:29][C:28]([CH3:31])([CH3:30])[C:27]([CH3:33])([CH3:32])[O:26]1. Reactant: O1CCOCC1.I[C:8]1[CH:9]=[C:10]([C@H:16]2[CH2:19][C@H:18]([CH2:20][C:21]([O:23][CH3:24])=[O:22])[CH2:17]2)[CH:11]=[CH:12][C:13]=1[O:14][CH3:15].[B:25]1([B:25]2[O:29][C:28]([CH3:31])([CH3:30])[C:27]([CH3:33])([CH3:32])[O:26]2)[O:29][C:28]([CH3:31])([CH3:30])[C:27]([CH3:33])([CH3:32])[O:26]1.C([O-])(=O)C.[K+]. The catalyst class is: 16. (2) Reactant: [NH2:1][C:2]1[C:3]([C:9]([O:11]C)=[O:10])=[N:4][C:5]([Br:8])=[CH:6][N:7]=1.[OH-].[Li+].Cl. Product: [NH2:1][C:2]1[C:3]([C:9]([OH:11])=[O:10])=[N:4][C:5]([Br:8])=[CH:6][N:7]=1. The catalyst class is: 24.